Dataset: Reaction yield outcomes from USPTO patents with 853,638 reactions. Task: Predict the reaction yield, written as a fraction of the theoretical maximum amount of product (1.0 means a 100% yield; for example, 0.34 means a 34% yield). (1) The reactants are Cl[C:2]1[N:6]([CH3:7])[C:5]2[C:8]([N:12]3[C:16]([CH2:17][CH3:18])=[CH:15][C:14]([CH2:19][CH3:20])=[N:13]3)=[CH:9][CH:10]=[CH:11][C:4]=2[N:3]=1.[Cl:21][C:22]1[CH:27]=[C:26]([Cl:28])[CH:25]=[C:24]([CH3:29])[C:23]=1[OH:30].C(=O)([O-])[O-].[K+].[K+]. The catalyst is CN(C)C=O.O. The product is [Cl:21][C:22]1[CH:27]=[C:26]([Cl:28])[CH:25]=[C:24]([CH3:29])[C:23]=1[O:30][C:2]1[N:6]([CH3:7])[C:5]2[C:8]([N:12]3[C:16]([CH2:17][CH3:18])=[CH:15][C:14]([CH2:19][CH3:20])=[N:13]3)=[CH:9][CH:10]=[CH:11][C:4]=2[N:3]=1. The yield is 0.783. (2) The reactants are Cl.[CH3:2][C:3]1[CH:4]=[C:5]([CH:15]([NH2:17])[CH3:16])[CH:6]=[N:7][C:8]=1[O:9][CH2:10][C:11]([F:14])([F:13])[F:12].[CH3:18][O:19][C:20]([C:22]1[CH:23]=[C:24]([CH:28]=[C:29]([CH3:31])[N:30]=1)[C:25](O)=[O:26])=[O:21]. No catalyst specified. The product is [CH3:31][C:29]1[N:30]=[C:22]([C:20]([O:19][CH3:18])=[O:21])[CH:23]=[C:24]([C:25](=[O:26])[NH:17][CH:15]([C:5]2[CH:6]=[N:7][C:8]([O:9][CH2:10][C:11]([F:14])([F:12])[F:13])=[C:3]([CH3:2])[CH:4]=2)[CH3:16])[CH:28]=1. The yield is 0.720.